Dataset: Full USPTO retrosynthesis dataset with 1.9M reactions from patents (1976-2016). Task: Predict the reactants needed to synthesize the given product. (1) Given the product [C:17]([C:21]1[CH:22]=[CH:23][C:24]([CH:27]=[CH:28][C:29]([NH:2][CH2:3][C:4]2[CH:5]=[C:6]([F:16])[C:7]([NH:11][S:12]([CH3:15])(=[O:14])=[O:13])=[CH:8][C:9]=2[F:10])=[O:30])=[CH:25][CH:26]=1)([CH3:20])([CH3:18])[CH3:19], predict the reactants needed to synthesize it. The reactants are: Cl.[NH2:2][CH2:3][C:4]1[C:9]([F:10])=[CH:8][C:7]([NH:11][S:12]([CH3:15])(=[O:14])=[O:13])=[C:6]([F:16])[CH:5]=1.[C:17]([C:21]1[CH:26]=[CH:25][C:24]([CH:27]=[CH:28][C:29](O)=[O:30])=[CH:23][CH:22]=1)([CH3:20])([CH3:19])[CH3:18].C[N+]1(C2N=C(OC)N=C(OC)N=2)CCOCC1.[Cl-]. (2) Given the product [C:40]([C:36]1[CH:35]=[C:34]([NH:33][C:32]([O:31][CH2:30][CH2:29][C:26]2[CH:25]=[CH:24][C:23]([B:20]([OH:19])[OH:21])=[CH:28][CH:27]=2)=[O:42])[CH:39]=[CH:38][CH:37]=1)#[N:41], predict the reactants needed to synthesize it. The reactants are: B(C1C=CC(CCCC(O)=O)=CC=1)(O)O.CC1(C)C[O:21][B:20]([C:23]2[CH:28]=[CH:27][C:26]([CH2:29][CH2:30][O:31][C:32](=[O:42])[NH:33][C:34]3[CH:39]=[CH:38][CH:37]=[C:36]([C:40]#[N:41])[CH:35]=3)=[CH:25][CH:24]=2)[O:19]C1.[OH-].[Na+]. (3) Given the product [CH2:1]([C:3]1[CH:8]=[CH:7][C:6]([C:13]2[S:21][C:20]3[C:19]([NH:22][C:23]4[CH:24]=[C:25]5[C:29](=[CH:30][CH:31]=4)[NH:28][CH:27]=[CH:26]5)=[N:18][CH:17]=[N:16][C:15]=3[CH:14]=2)=[CH:5][CH:4]=1)[CH3:2], predict the reactants needed to synthesize it. The reactants are: [CH2:1]([C:3]1[CH:8]=[CH:7][C:6](B(O)O)=[CH:5][CH:4]=1)[CH3:2].Br[C:13]1[S:21][C:20]2[C:19]([NH:22][C:23]3[CH:24]=[C:25]4[C:29](=[CH:30][CH:31]=3)[NH:28][CH:27]=[CH:26]4)=[N:18][CH:17]=[N:16][C:15]=2[CH:14]=1. (4) Given the product [S:15]1[CH:16]=[CH:17][N:18]=[C:14]1[C:2]1[N:3]=[CH:4][C:5]([NH2:8])=[N:6][CH:7]=1, predict the reactants needed to synthesize it. The reactants are: Br[C:2]1[N:3]=[CH:4][C:5]([NH2:8])=[N:6][CH:7]=1.C([Sn](CCCC)(CCCC)[C:14]1[S:15][CH:16]=[CH:17][N:18]=1)CCC.